This data is from CYP2D6 inhibition data for predicting drug metabolism from PubChem BioAssay. The task is: Regression/Classification. Given a drug SMILES string, predict its absorption, distribution, metabolism, or excretion properties. Task type varies by dataset: regression for continuous measurements (e.g., permeability, clearance, half-life) or binary classification for categorical outcomes (e.g., BBB penetration, CYP inhibition). Dataset: cyp2d6_veith. (1) The compound is CC(C)N=c1cc2n(-c3ccc(Cl)cc3)c3ccccc3nc-2cc1Nc1ccc(Cl)cc1. The result is 1 (inhibitor). (2) The molecule is Nc1ccn([C@@H]2O[C@H](COC(=O)C34CC5CC(CC(C5)C3)C4)[C@@H](O)[C@@H]2O)c(=O)n1. The result is 0 (non-inhibitor). (3) The drug is CCNCCCNCCCCNCCCNCC. The result is 0 (non-inhibitor). (4) The drug is O=c1ncn(-c2ccccc2F)c2ncccc12. The result is 0 (non-inhibitor).